This data is from Full USPTO retrosynthesis dataset with 1.9M reactions from patents (1976-2016). The task is: Predict the reactants needed to synthesize the given product. (1) The reactants are: [CH2:1]([C:3]1[CH:4]=[C:5]([CH:8]=[C:9]([CH3:12])[C:10]=1[OH:11])[C:6]#[N:7])[CH3:2].C1C=CC(P(C2C=CC=CC=2)C2C=CC=CC=2)=CC=1.[CH2:32]1[O:34][C@@H:33]1[CH2:35]O.CCOC(/N=N/C(OCC)=O)=O.C1(C)C=CC=CC=1. Given the product [CH2:1]([C:3]1[CH:4]=[C:5]([CH:8]=[C:9]([CH3:12])[C:10]=1[O:11][CH2:35][CH:33]1[CH2:32][O:34]1)[C:6]#[N:7])[CH3:2], predict the reactants needed to synthesize it. (2) Given the product [CH3:17][CH:16]1[N:6]2[C:7]3[C:12]([CH:3]([CH2:2][O:1][S:33]([CH3:32])(=[O:35])=[O:34])[CH2:4][CH2:5]2)=[CH:11][CH:10]=[CH:9][C:8]=3[CH2:13][N:14]([C:18]([O:20][C:21]([CH3:23])([CH3:22])[CH3:24])=[O:19])[CH2:15]1, predict the reactants needed to synthesize it. The reactants are: [OH:1][CH2:2][CH:3]1[C:12]2[C:7]3=[C:8]([CH2:13][N:14]([C:18]([O:20][C:21]([CH3:24])([CH3:23])[CH3:22])=[O:19])[CH2:15][CH:16]([CH3:17])[N:6]3[CH2:5][CH2:4]1)[CH:9]=[CH:10][CH:11]=2.C(N(CC)CC)C.[CH3:32][S:33](Cl)(=[O:35])=[O:34].